The task is: Predict the reaction yield, written as a fraction of the theoretical maximum amount of product (1.0 means a 100% yield; for example, 0.34 means a 34% yield).. This data is from Reaction yield outcomes from USPTO patents with 853,638 reactions. (1) The reactants are [Br:1][C:2]1[CH:3]=[C:4]([CH:6]=[CH:7][CH:8]=1)[NH2:5].[C:9]1(=O)[CH2:13][CH2:12][CH2:11][CH2:10]1. No catalyst specified. The product is [Br:1][C:2]1[CH:3]=[C:4]([CH:6]=[CH:7][CH:8]=1)[NH:5][CH:9]1[CH2:13][CH2:12][CH2:11][CH2:10]1. The yield is 0.810. (2) The reactants are [Cl:1][C:2]1[CH:7]=[CH:6][C:5]([CH:8]([C:11]2[CH:16]=[CH:15][C:14]([Cl:17])=[CH:13][CH:12]=2)[CH:9]=O)=[CH:4][CH:3]=1.[C:18]([N:25]1[CH2:30][CH2:29][NH:28][CH2:27][CH2:26]1)([O:20][C:21]([CH3:24])([CH3:23])[CH3:22])=[O:19].C([BH3-])#N.[Na+].O. The catalyst is CO. The product is [C:21]([O:20][C:18]([N:25]1[CH2:30][CH2:29][N:28]([CH2:9][CH:8]([C:11]2[CH:16]=[CH:15][C:14]([Cl:17])=[CH:13][CH:12]=2)[C:5]2[CH:6]=[CH:7][C:2]([Cl:1])=[CH:3][CH:4]=2)[CH2:27][CH2:26]1)=[O:19])([CH3:24])([CH3:22])[CH3:23]. The yield is 0.110. (3) The reactants are [O-]C1C=CC=CC=1.[Na+].Br[C:10]1[CH:15]=[CH:14][C:13]([C:16]2[C:20]([C:21]3[CH:26]=[CH:25][CH:24]=[CH:23][CH:22]=3)=[C:19]([CH3:27])[O:18][N:17]=2)=[CH:12][CH:11]=1.C1(P(C2CCCCC2)C2C=CC=CC=2C2C=CC=CC=2[N:47](C)C)CCCCC1.C(NC(=O)[O-])(C)(C)C.C(=O)(O)[O-].[Na+]. The catalyst is C1(C)C=CC=CC=1.Cl.O1CCOCC1.[Pd].[Pd].C(=CC(C=CC1C=CC=CC=1)=O)C1C=CC=CC=1.C(=CC(C=CC1C=CC=CC=1)=O)C1C=CC=CC=1.C(=CC(C=CC1C=CC=CC=1)=O)C1C=CC=CC=1.C(OCC)(=O)C.O. The product is [CH3:27][C:19]1[O:18][N:17]=[C:16]([C:13]2[CH:14]=[CH:15][C:10]([NH2:47])=[CH:11][CH:12]=2)[C:20]=1[C:21]1[CH:26]=[CH:25][CH:24]=[CH:23][CH:22]=1. The yield is 0.730.